Dataset: Full USPTO retrosynthesis dataset with 1.9M reactions from patents (1976-2016). Task: Predict the reactants needed to synthesize the given product. (1) The reactants are: [OH-].[Na+].[Cl:3][C:4]1[N:9]=[C:8]([N:10]2[CH2:15][CH2:14][O:13][CH2:12][C@H:11]2[CH3:16])[CH:7]=[C:6]([CH2:17][S:18]([CH3:21])(=[O:20])=[O:19])[N:5]=1.Br[CH2:23][CH2:24]Br.CCOC(C)=O. Given the product [Cl:3][C:4]1[N:9]=[C:8]([N:10]2[CH2:15][CH2:14][O:13][CH2:12][C@H:11]2[CH3:16])[CH:7]=[C:6]([C:17]2([S:18]([CH3:21])(=[O:20])=[O:19])[CH2:24][CH2:23]2)[N:5]=1, predict the reactants needed to synthesize it. (2) The reactants are: [NH:1]1[CH2:6][CH2:5][O:4][CH2:3][CH2:2]1.[CH3:7][N:8]([CH3:30])[C:9]1[N:29]=[C:12]2[CH:13]=[CH:14][C:15]([NH:17][C:18]([C:20]3[N:24]([CH3:25])[N:23]=[CH:22][C:21]=3[C:26](O)=[O:27])=[O:19])=[CH:16][N:11]2[N:10]=1. Given the product [CH3:7][N:8]([CH3:30])[C:9]1[N:29]=[C:12]2[CH:13]=[CH:14][C:15]([NH:17][C:18]([C:20]3[N:24]([CH3:25])[N:23]=[CH:22][C:21]=3[C:26]([N:1]3[CH2:6][CH2:5][O:4][CH2:3][CH2:2]3)=[O:27])=[O:19])=[CH:16][N:11]2[N:10]=1, predict the reactants needed to synthesize it. (3) Given the product [Cl:1][CH2:2][CH2:3][O:4][C:5]1[CH:33]=[CH:32][C:8]([C:9]2[NH:36][N:35]=[C:12]3[C:13]4[C:18]([C:19](=[O:20])[C:11]=23)=[C:17]([NH:21][C:22]([NH:24][N:25]2[CH2:30][CH2:29][O:28][CH2:27][CH2:26]2)=[O:23])[CH:16]=[CH:15][CH:14]=4)=[CH:7][CH:6]=1, predict the reactants needed to synthesize it. The reactants are: [Cl:1][CH2:2][CH2:3][O:4][C:5]1[CH:33]=[CH:32][C:8]([C:9]([CH:11]2[C:19](=[O:20])[C:18]3[C:13](=[CH:14][CH:15]=[CH:16][C:17]=3[NH:21][C:22]([NH:24][N:25]3[CH2:30][CH2:29][O:28][CH2:27][CH2:26]3)=[O:23])[C:12]2=O)=O)=[CH:7][CH:6]=1.O.[NH2:35][NH2:36].CC(O)=O. (4) Given the product [CH3:21][N:15]([C:10]1[CH:11]=[CH:12][CH:13]=[CH:14][C:9]=1[B:4]1[O:3][C:2]([CH3:20])([CH3:1])[C:6]([CH3:7])([CH3:8])[O:5]1)[S:16]([CH3:19])(=[O:18])=[O:17], predict the reactants needed to synthesize it. The reactants are: [CH3:1][C:2]1([CH3:20])[C:6]([CH3:8])([CH3:7])[O:5][B:4]([C:9]2[CH:14]=[CH:13][CH:12]=[CH:11][C:10]=2[NH:15][S:16]([CH3:19])(=[O:18])=[O:17])[O:3]1.[C:21]([O-])([O-])=O.[K+].[K+].CC(C)=O.IC. (5) The reactants are: [CH2:1]([O:3][C:4]1[C:8]([CH2:9][CH2:10][CH2:11][OH:12])=[CH:7][N:6]([C:13]2[CH:18]=[CH:17][CH:16]=[CH:15][N:14]=2)[N:5]=1)[CH3:2].[CH2:19]([O:21][C:22]1[CH:27]=[C:26](O)[CH:25]=[CH:24][C:23]=1[CH2:29][CH2:30][C:31]([O:33]C)=[O:32])[CH3:20].C(P(CCCC)CCCC)CCC.N(C(N1CCCCC1)=O)=NC(N1CCCCC1)=O. Given the product [CH2:19]([O:21][C:22]1[CH:27]=[C:26]([O:12][CH2:11][CH2:10][CH2:9][C:8]2[C:4]([O:3][CH2:1][CH3:2])=[N:5][N:6]([C:13]3[CH:18]=[CH:17][CH:16]=[CH:15][N:14]=3)[CH:7]=2)[CH:25]=[CH:24][C:23]=1[CH2:29][CH2:30][C:31]([OH:33])=[O:32])[CH3:20], predict the reactants needed to synthesize it. (6) Given the product [CH2:21]([O:20][C:19](=[O:23])[CH2:11][C:10]([C:9]1[N:5]([CH2:3][CH3:4])[N:6]=[CH:7][N:8]=1)=[O:12])[CH3:22], predict the reactants needed to synthesize it. The reactants are: [H-].[Na+].[CH2:3]([N:5]1[C:9]([C:10](=[O:12])[CH3:11])=[N:8][CH:7]=[N:6]1)[CH3:4].Cl.C([O-])(O)=O.[Na+].[C:19](=O)([O:23]CC)[O:20][CH2:21][CH3:22]. (7) Given the product [F:1][C:2]1[CH:7]=[CH:6][C:5]([F:8])=[CH:4][C:3]=1[C:15](=[O:25])[C@@H:16]([O:18][CH:19]1[CH2:24][CH2:23][CH2:22][CH2:21][O:20]1)[CH3:17], predict the reactants needed to synthesize it. The reactants are: [F:1][C:2]1[CH:7]=[CH:6][C:5]([F:8])=[CH:4][CH:3]=1.N1([C:15](=[O:25])[C@@H:16]([O:18][CH:19]2[CH2:24][CH2:23][CH2:22][CH2:21][O:20]2)[CH3:17])CCOCC1.C(NC(C)C)(C)C.[Li].